The task is: Predict the reaction yield, written as a fraction of the theoretical maximum amount of product (1.0 means a 100% yield; for example, 0.34 means a 34% yield).. This data is from Reaction yield outcomes from USPTO patents with 853,638 reactions. (1) The reactants are Cl[CH2:2][C:3]1[O:4][C:5]([CH3:8])=[N:6][N:7]=1.[N-:9]=[N+:10]=[N-:11].[Na+]. The catalyst is CN(C)C=O.C(OCC)(=O)C. The product is [N:9]([CH2:2][C:3]1[O:4][C:5]([CH3:8])=[N:6][N:7]=1)=[N+:10]=[N-:11]. The yield is 0.840. (2) The reactants are [N:1]1[CH:6]=[CH:5][C:4]([C:7]2[CH:22]=[CH:21][C:10]([CH2:11][N:12]3[CH:17]=[CH:16][CH:15]=[C:14]([O:18][CH3:19])[C:13]3=O)=[CH:9][CH:8]=2)=[CH:3][CH:2]=1.COC1C=CC(P2(SP(C3C=CC(OC)=CC=3)(=S)S2)=[S:32])=CC=1. The catalyst is C1(C)C=CC=CC=1. The product is [N:1]1[CH:6]=[CH:5][C:4]([C:7]2[CH:22]=[CH:21][C:10]([CH2:11][N:12]3[CH:17]=[CH:16][CH:15]=[C:14]([O:18][CH3:19])[C:13]3=[S:32])=[CH:9][CH:8]=2)=[CH:3][CH:2]=1. The yield is 0.760. (3) The reactants are [F:1][C:2]1([F:16])[CH2:6][N:5]([C:7]([O:9][C:10]([CH3:13])([CH3:12])[CH3:11])=[O:8])[C@H:4]([CH:14]=O)[CH2:3]1.C1(P(=[CH:36][C:37]([O:39][CH2:40][CH3:41])=[O:38])(C2C=CC=CC=2)C2C=CC=CC=2)C=CC=CC=1. The catalyst is C(Cl)Cl. The product is [CH2:40]([O:39][C:37](=[O:38])[CH:36]=[CH:14][C@@H:4]1[CH2:3][C:2]([F:16])([F:1])[CH2:6][N:5]1[C:7]([O:9][C:10]([CH3:13])([CH3:12])[CH3:11])=[O:8])[CH3:41]. The yield is 0.631. (4) The reactants are Br[C:2]1[CH:7]=[C:6]([F:8])[CH:5]=[C:4]([F:9])[CH:3]=1.[O:10]1CC(=O)[CH2:11]1.[CH2:15]1[CH2:19][O:18][CH2:17][CH2:16]1. No catalyst specified. The product is [F:9][C:4]1[CH:3]=[C:2]([C:11]2([OH:10])[CH2:16][CH2:17][O:18][CH2:19][CH2:15]2)[CH:7]=[C:6]([F:8])[CH:5]=1. The yield is 0.710. (5) The reactants are [CH3:1][C:2]([OH:6])([C:4]#[CH:5])[CH3:3].Cl[C:8](Cl)([O:10]C(=O)OC(Cl)(Cl)Cl)Cl.N1C=CC=CC=1.[F:25][C:26]([F:47])([F:46])[O:27][C:28]1[CH:33]=[CH:32][C:31]([N:34]2[CH:38]=[N:37][C:36]([C:39]3[CH:44]=[CH:43][C:42]([NH2:45])=[CH:41][CH:40]=3)=[N:35]2)=[CH:30][CH:29]=1.NC1C=CC=CC=1. The catalyst is C(Cl)Cl. The product is [CH3:1][C:2]([O:6][C:8](=[O:10])[NH:45][C:42]1[CH:43]=[CH:44][C:39]([C:36]2[N:37]=[CH:38][N:34]([C:31]3[CH:30]=[CH:29][C:28]([O:27][C:26]([F:25])([F:46])[F:47])=[CH:33][CH:32]=3)[N:35]=2)=[CH:40][CH:41]=1)([CH3:3])[C:4]#[CH:5]. The yield is 0.410. (6) The reactants are [Cl:1][C:2]1[N:7]=[C:6]([N:8]([CH:20]2[CH2:25][CH2:24][CH2:23][CH2:22][CH2:21]2)[CH2:9][C:10]([F:19])([F:18])[C:11](=[O:17])C(OCC)=O)[C:5]([N+:26]([O-])=O)=[CH:4][N:3]=1.Cl. The catalyst is C(O)(=O)C.[Fe]. The product is [Cl:1][C:2]1[N:3]=[CH:4][C:5]2[NH:26][C:11](=[O:17])[C:10]([F:19])([F:18])[CH2:9][N:8]([CH:20]3[CH2:25][CH2:24][CH2:23][CH2:22][CH2:21]3)[C:6]=2[N:7]=1. The yield is 0.620.